This data is from NCI-60 drug combinations with 297,098 pairs across 59 cell lines. The task is: Regression. Given two drug SMILES strings and cell line genomic features, predict the synergy score measuring deviation from expected non-interaction effect. (1) Drug 1: CN1CCC(CC1)COC2=C(C=C3C(=C2)N=CN=C3NC4=C(C=C(C=C4)Br)F)OC. Drug 2: CC1=C(N=C(N=C1N)C(CC(=O)N)NCC(C(=O)N)N)C(=O)NC(C(C2=CN=CN2)OC3C(C(C(C(O3)CO)O)O)OC4C(C(C(C(O4)CO)O)OC(=O)N)O)C(=O)NC(C)C(C(C)C(=O)NC(C(C)O)C(=O)NCCC5=NC(=CS5)C6=NC(=CS6)C(=O)NCCC[S+](C)C)O. Cell line: MDA-MB-435. Synergy scores: CSS=-5.26, Synergy_ZIP=-0.0852, Synergy_Bliss=-4.23, Synergy_Loewe=-7.25, Synergy_HSA=-6.88. (2) Synergy scores: CSS=10.5, Synergy_ZIP=-0.880, Synergy_Bliss=0.663, Synergy_Loewe=1.31, Synergy_HSA=-2.60. Drug 1: C1CC(C1)(C(=O)O)C(=O)O.[NH2-].[NH2-].[Pt+2]. Cell line: HS 578T. Drug 2: CC1CCC2CC(C(=CC=CC=CC(CC(C(=O)C(C(C(=CC(C(=O)CC(OC(=O)C3CCCCN3C(=O)C(=O)C1(O2)O)C(C)CC4CCC(C(C4)OC)O)C)C)O)OC)C)C)C)OC. (3) Drug 1: CC1OCC2C(O1)C(C(C(O2)OC3C4COC(=O)C4C(C5=CC6=C(C=C35)OCO6)C7=CC(=C(C(=C7)OC)O)OC)O)O. Drug 2: CC=C1C(=O)NC(C(=O)OC2CC(=O)NC(C(=O)NC(CSSCCC=C2)C(=O)N1)C(C)C)C(C)C. Cell line: MDA-MB-435. Synergy scores: CSS=56.1, Synergy_ZIP=5.52, Synergy_Bliss=7.70, Synergy_Loewe=-21.9, Synergy_HSA=6.32. (4) Drug 1: CC1=C(C(=CC=C1)Cl)NC(=O)C2=CN=C(S2)NC3=CC(=NC(=N3)C)N4CCN(CC4)CCO. Drug 2: C(=O)(N)NO. Cell line: NCI-H322M. Synergy scores: CSS=23.5, Synergy_ZIP=-5.43, Synergy_Bliss=6.22, Synergy_Loewe=-25.8, Synergy_HSA=2.79. (5) Drug 1: COC1=C(C=C2C(=C1)N=CN=C2NC3=CC(=C(C=C3)F)Cl)OCCCN4CCOCC4. Drug 2: CS(=O)(=O)CCNCC1=CC=C(O1)C2=CC3=C(C=C2)N=CN=C3NC4=CC(=C(C=C4)OCC5=CC(=CC=C5)F)Cl. Cell line: TK-10. Synergy scores: CSS=35.2, Synergy_ZIP=-5.11, Synergy_Bliss=-2.84, Synergy_Loewe=-3.08, Synergy_HSA=1.53. (6) Drug 1: CC(C1=C(C=CC(=C1Cl)F)Cl)OC2=C(N=CC(=C2)C3=CN(N=C3)C4CCNCC4)N. Drug 2: CCC1(C2=C(COC1=O)C(=O)N3CC4=CC5=C(C=CC(=C5CN(C)C)O)N=C4C3=C2)O.Cl. Cell line: HT29. Synergy scores: CSS=17.8, Synergy_ZIP=-5.08, Synergy_Bliss=-0.687, Synergy_Loewe=-13.6, Synergy_HSA=-1.80. (7) Drug 1: C1CCC(C1)C(CC#N)N2C=C(C=N2)C3=C4C=CNC4=NC=N3. Drug 2: CN(CC1=CN=C2C(=N1)C(=NC(=N2)N)N)C3=CC=C(C=C3)C(=O)NC(CCC(=O)O)C(=O)O. Cell line: NCI/ADR-RES. Synergy scores: CSS=13.6, Synergy_ZIP=-3.04, Synergy_Bliss=0.267, Synergy_Loewe=-16.3, Synergy_HSA=-1.09. (8) Synergy scores: CSS=5.24, Synergy_ZIP=-4.93, Synergy_Bliss=-5.48, Synergy_Loewe=-27.6, Synergy_HSA=-7.51. Drug 1: COC1=NC(=NC2=C1N=CN2C3C(C(C(O3)CO)O)O)N. Drug 2: CC1CCC2CC(C(=CC=CC=CC(CC(C(=O)C(C(C(=CC(C(=O)CC(OC(=O)C3CCCCN3C(=O)C(=O)C1(O2)O)C(C)CC4CCC(C(C4)OC)OCCO)C)C)O)OC)C)C)C)OC. Cell line: T-47D. (9) Drug 1: CS(=O)(=O)OCCCCOS(=O)(=O)C. Drug 2: CC12CCC3C(C1CCC2OP(=O)(O)O)CCC4=C3C=CC(=C4)OC(=O)N(CCCl)CCCl.[Na+]. Cell line: NCI/ADR-RES. Synergy scores: CSS=-4.33, Synergy_ZIP=0.908, Synergy_Bliss=-2.49, Synergy_Loewe=-4.54, Synergy_HSA=-4.62.